From a dataset of Retrosynthesis with 50K atom-mapped reactions and 10 reaction types from USPTO. Predict the reactants needed to synthesize the given product. (1) Given the product CCc1nc2c(C)cc(CC(C)O)nc2n1[C@H]1CCc2cc(-c3ccccc3-c3nnnn3C(c3ccccc3)(c3ccccc3)c3ccccc3)ccc21, predict the reactants needed to synthesize it. The reactants are: CCc1nc2c(C)cc(CC(C)=O)nc2n1[C@H]1CCc2cc(-c3ccccc3-c3nnnn3C(c3ccccc3)(c3ccccc3)c3ccccc3)ccc21. (2) The reactants are: C#Cc1ccc(-c2ccc(Cl)cc2)cn1.Clc1ccc(OCCN2CCCC2)nn1. Given the product Clc1ccc(-c2ccc(C#Cc3ccc(OCCN4CCCC4)nn3)nc2)cc1, predict the reactants needed to synthesize it. (3) Given the product COc1cccc(OC)c1C1CCC(=O)N1Cc1ccc(O)cc1, predict the reactants needed to synthesize it. The reactants are: COc1cccc(OC)c1C1CCC(=O)N1Cc1ccc(OCc2ccccc2)cc1. (4) The reactants are: CCOC(=O)C(Cc1ccc(NC(=O)c2c(Cl)cncc2Cl)cc1)c1ccc(OC)c(N(CC(C)C)C(=O)C(C)(C)C)c1. Given the product COc1ccc(C(Cc2ccc(NC(=O)c3c(Cl)cncc3Cl)cc2)C(=O)O)cc1N(CC(C)C)C(=O)C(C)(C)C, predict the reactants needed to synthesize it. (5) Given the product C=CCOC(=O)c1ccccc1Oc1cccc2c1C[C@](NC(=O)OC(C)(C)C)(C(=O)OC)CC2, predict the reactants needed to synthesize it. The reactants are: C=CCOC(=O)c1ccccc1I.COC(=O)[C@]1(NC(=O)OC(C)(C)C)CCc2cccc(O)c2C1. (6) Given the product O=C1CCCN1c1ncnc2c1cnn2CCN1CCCCC1, predict the reactants needed to synthesize it. The reactants are: Clc1ncnc2c1cnn2CCN1CCCCC1.O=C1CCCN1. (7) Given the product CCOC(=O)c1c(Cn2cccn2)n(C)n(-c2ccc(F)cc2)c1=O, predict the reactants needed to synthesize it. The reactants are: CCOC(=O)c1c(CBr)n(C)n(-c2ccc(F)cc2)c1=O.c1cn[nH]c1. (8) The reactants are: COC(=O)c1csc(N(C)CCC#N)n1. Given the product CN(CCC#N)c1nc(CO)cs1, predict the reactants needed to synthesize it. (9) The reactants are: CN1CCN(CCO)CC1.COc1ccc(Cn2ncc3cc(/C=C4\SC(=O)NC4=O)ccc32)c(C(F)(F)F)c1. Given the product COc1ccc(Cn2ncc3cc(/C=C4\SC(=O)N(CCN5CCN(C)CC5)C4=O)ccc32)c(C(F)(F)F)c1, predict the reactants needed to synthesize it. (10) Given the product COc1ccc(Nc2cc(-c3ccc(C(=O)NCCc4ccncc4)cc3)nn3ccnc23)nc1OC, predict the reactants needed to synthesize it. The reactants are: COc1ccc(Nc2cc(-c3ccc(C(=O)O)cc3)nn3ccnc23)nc1OC.NCCc1ccncc1.